Dataset: Peptide-MHC class I binding affinity with 185,985 pairs from IEDB/IMGT. Task: Regression. Given a peptide amino acid sequence and an MHC pseudo amino acid sequence, predict their binding affinity value. This is MHC class I binding data. (1) The peptide sequence is FHMDPSGTF. The MHC is HLA-A11:01 with pseudo-sequence HLA-A11:01. The binding affinity (normalized) is 0.0847. (2) The peptide sequence is ATPYDINQML. The MHC is Patr-A0701 with pseudo-sequence Patr-A0701. The binding affinity (normalized) is 0.